Dataset: Forward reaction prediction with 1.9M reactions from USPTO patents (1976-2016). Task: Predict the product of the given reaction. (1) Given the reactants [CH3:1][O:2][C:3]([C:5]1[N:6]=[C:7]([NH2:19])[S:8][C:9]=1[CH2:10][O:11][Si](C(C)(C)C)(C)C)=[O:4].O1CCCC1.[F-].C([N+](CCCC)(CCCC)CCCC)CCC, predict the reaction product. The product is: [CH3:1][O:2][C:3]([C:5]1[N:6]=[C:7]([NH2:19])[S:8][C:9]=1[CH2:10][OH:11])=[O:4]. (2) Given the reactants [CH3:1][N:2]([CH3:60])[CH2:3][CH2:4][NH:5][C:6]([C@:8]12[CH2:46][CH2:45][C@@H:44]([C:47]([CH2:49][N:50]([CH3:59])[C:51](=[O:58])[CH2:52][CH2:53][C:54]([O:56][CH3:57])=[O:55])=[CH2:48])[C@@H:9]1[C@@H:10]1[C@@:23]([CH3:26])([CH2:24][CH2:25]2)[C@@:22]2([CH3:27])[C@@H:13]([C@:14]3([CH3:43])[C@@H:19]([CH2:20][CH2:21]2)[C:18]([CH3:29])([CH3:28])[C:17]([C:30]2[CH:42]=[CH:41][C:33]([C:34]([O:36]C(C)(C)C)=[O:35])=[CH:32][CH:31]=2)=[CH:16][CH2:15]3)[CH2:12][CH2:11]1)=[O:7].C(O)(C(F)(F)F)=O, predict the reaction product. The product is: [CH3:60][N:2]([CH3:1])[CH2:3][CH2:4][NH:5][C:6]([C@:8]12[CH2:46][CH2:45][C@@H:44]([C:47]([CH2:49][N:50]([CH3:59])[C:51](=[O:58])[CH2:52][CH2:53][C:54]([O:56][CH3:57])=[O:55])=[CH2:48])[C@@H:9]1[C@@H:10]1[C@@:23]([CH3:26])([CH2:24][CH2:25]2)[C@@:22]2([CH3:27])[C@@H:13]([C@:14]3([CH3:43])[C@@H:19]([CH2:20][CH2:21]2)[C:18]([CH3:29])([CH3:28])[C:17]([C:30]2[CH:42]=[CH:41][C:33]([C:34]([OH:36])=[O:35])=[CH:32][CH:31]=2)=[CH:16][CH2:15]3)[CH2:12][CH2:11]1)=[O:7]. (3) Given the reactants Br[C:2]1[S:3][C:4]([CH:7]=[O:8])=[CH:5][N:6]=1.CC1(C)C(C)(C)OB([C:17]2[CH:21]=[CH:20][N:19](C(OC(C)(C)C)=O)[N:18]=2)O1.C([O-])([O-])=O.[Na+].[Na+].CO.C(Cl)Cl, predict the reaction product. The product is: [NH:18]1[CH:17]=[CH:21][C:20]([C:2]2[S:3][C:4]([CH:7]=[O:8])=[CH:5][N:6]=2)=[N:19]1. (4) Given the reactants Cl.[O:2]1[CH2:7][CH2:6][O:5][CH2:4][CH:3]1[CH2:8][NH:9][CH3:10].[CH:11]1[CH:16]=[CH:15][C:14]([CH2:17][O:18][C:19](Cl)=[O:20])=[CH:13][CH:12]=1.C(N(CC)CC)C, predict the reaction product. The product is: [O:2]1[CH2:7][CH2:6][O:5][CH2:4][CH:3]1[CH2:8][N:9]([CH3:10])[C:19](=[O:20])[O:18][CH2:17][C:14]1[CH:15]=[CH:16][CH:11]=[CH:12][CH:13]=1.